This data is from Forward reaction prediction with 1.9M reactions from USPTO patents (1976-2016). The task is: Predict the product of the given reaction. (1) Given the reactants [Br:1][C:2]1[CH:3]=[CH:4][C:5]([N+:17]([O-])=O)=[C:6]([CH:8]=[N:9][C:10]2[CH:15]=[CH:14][C:13]([F:16])=[CH:12][CH:11]=2)[CH:7]=1.P(OCC)(OCC)OCC, predict the reaction product. The product is: [Br:1][C:2]1[CH:3]=[CH:4][C:5]2[C:6](=[CH:8][N:9]([C:10]3[CH:15]=[CH:14][C:13]([F:16])=[CH:12][CH:11]=3)[N:17]=2)[CH:7]=1. (2) The product is: [F:30][CH2:2][C:3]1[CH:4]=[C:5]([CH:10]=[C:11]([C:13](=[O:23])[N:14]([CH3:22])[CH2:15][C:16]2[S:17][CH:18]=[C:19]([CH3:21])[N:20]=2)[CH:12]=1)[C:6]([O:8][CH3:9])=[O:7]. Given the reactants O[CH2:2][C:3]1[CH:4]=[C:5]([CH:10]=[C:11]([C:13](=[O:23])[N:14]([CH3:22])[CH2:15][C:16]2[S:17][CH:18]=[C:19]([CH3:21])[N:20]=2)[CH:12]=1)[C:6]([O:8][CH3:9])=[O:7].C(N(S(F)(F)[F:30])CC)C, predict the reaction product. (3) Given the reactants [CH3:1][O:2][C:3](=[O:12])[CH2:4][C:5]1[CH:6]=[C:7]([CH3:11])[CH:8]=[CH:9][CH:10]=1.[Br:13]N1C(=O)CCC1=O.C(OOC(=O)C1C=CC=CC=1)(=O)C1C=CC=CC=1, predict the reaction product. The product is: [CH3:1][O:2][C:3](=[O:12])[CH2:4][C:5]1[CH:10]=[CH:9][CH:8]=[C:7]([CH2:11][Br:13])[CH:6]=1.